Dataset: Peptide-MHC class II binding affinity with 134,281 pairs from IEDB. Task: Regression. Given a peptide amino acid sequence and an MHC pseudo amino acid sequence, predict their binding affinity value. This is MHC class II binding data. (1) The peptide sequence is PCVFIKRVSNVIIHG. The MHC is DRB5_0101 with pseudo-sequence DRB5_0101. The binding affinity (normalized) is 0.557. (2) The peptide sequence is DFREFSRAKGLNQEI. The MHC is DRB1_1201 with pseudo-sequence DRB1_1201. The binding affinity (normalized) is 0.201.